This data is from Forward reaction prediction with 1.9M reactions from USPTO patents (1976-2016). The task is: Predict the product of the given reaction. (1) Given the reactants CCCP1(OP(CCC)(=O)OP(CCC)(=O)O1)=O.[Cl:19][C:20]1[CH:25]=[CH:24][C:23]([C:26]2[N:27]=[C:28]3[CH:33]=[CH:32][C:31]([C:34]([O-])=[O:35])=[CH:30][N:29]3[C:37]=2[CH2:38][OH:39])=[CH:22][CH:21]=1.[Na+].[CH:41]([N:44](C(C)C)[CH2:45]C)(C)C.CNC, predict the reaction product. The product is: [Cl:19][C:20]1[CH:21]=[CH:22][C:23]([C:26]2[N:27]=[C:28]3[CH:33]=[CH:32][C:31]([C:34]([N:44]([CH3:45])[CH3:41])=[O:35])=[CH:30][N:29]3[C:37]=2[CH2:38][OH:39])=[CH:24][CH:25]=1. (2) The product is: [CH:1]([C:3]1[CH:4]=[C:5]([CH:9]=[C:10]([CH2:13][CH3:14])[CH:11]=1)[C:6]([OH:8])=[O:7])=[O:2]. Given the reactants [CH:1]([C:3]1[CH:4]=[C:5]([CH:9]=[C:10](Br)[CH:11]=1)[C:6]([OH:8])=[O:7])=[O:2].[CH2:13]([Zn]CC)[CH3:14], predict the reaction product.